Predict the reaction yield, written as a fraction of the theoretical maximum amount of product (1.0 means a 100% yield; for example, 0.34 means a 34% yield). From a dataset of Reaction yield outcomes from USPTO patents with 853,638 reactions. (1) The reactants are [NH:1]1[C:11]2[C:6](=[CH:7][CH:8]=[CH:9][N:10]=2)[C:4](=O)[C:2]1=[O:3].Cl.[F:13][CH2:14][CH2:15][O:16][NH2:17]. The catalyst is CS(C)=O. The product is [F:13][CH2:14][CH2:15][O:16][N:17]=[C:4]1[C:6]2[C:11](=[N:10][CH:9]=[CH:8][CH:7]=2)[NH:1][C:2]1=[O:3]. The yield is 0.930. (2) The yield is 0.500. The reactants are [Li]CCCC.[NH:6]1[CH2:10][CH2:9][CH2:8][C:7]1=[O:11].[CH3:12][S:13](Cl)(=[O:15])=[O:14]. The product is [CH3:12][S:13]([N:6]1[CH2:10][CH2:9][CH2:8][C:7]1=[O:11])(=[O:15])=[O:14]. The catalyst is CCCCCC.C1COCC1. (3) The reactants are [NH2:1][C:2]1[C:7]2=[C:8]([C:14]3[CH:19]=[CH:18][C:17]([NH:20][C:21]([NH:23][C:24]4[CH:29]=[CH:28][CH:27]=[C:26]([C:30]([F:33])([F:32])[F:31])[N:25]=4)=[O:22])=[CH:16][CH:15]=3)[CH:9]=[C:10]([C:11](O)=[O:12])[N:6]2[N:5]=[CH:4][N:3]=1.[F:34][C:35]([F:39])([F:38])[CH2:36][NH2:37].F[P-](F)(F)(F)(F)F.N1(O[P+](N(C)C)(N(C)C)N(C)C)C2C=CC=CC=2N=N1.CN1CCOCC1. The catalyst is CN(C=O)C. The product is [NH2:1][C:2]1[C:7]2=[C:8]([C:14]3[CH:15]=[CH:16][C:17]([NH:20][C:21]([NH:23][C:24]4[CH:29]=[CH:28][CH:27]=[C:26]([C:30]([F:32])([F:33])[F:31])[N:25]=4)=[O:22])=[CH:18][CH:19]=3)[CH:9]=[C:10]([C:11]([NH:37][CH2:36][C:35]([F:39])([F:38])[F:34])=[O:12])[N:6]2[N:5]=[CH:4][N:3]=1. The yield is 0.360.